Dataset: Full USPTO retrosynthesis dataset with 1.9M reactions from patents (1976-2016). Task: Predict the reactants needed to synthesize the given product. (1) Given the product [CH3:1][C:2]1[C:7]([NH:8][C:9]([C:11]2[CH:12]=[CH:13][C:14]3[C@@:20]4([CH2:29][CH3:30])[CH2:21][CH2:22][C@@:23]([OH:28])([CH2:25][CH2:26][CH3:27])[CH2:24][C@H:19]4[CH2:18][CH2:17][C:16](=[O:31])[C:15]=3[CH:32]=2)=[O:10])=[CH:6][CH:5]=[CH:4][N:3]=1.[CH3:33][C:34]1[C:39]([NH:40][C:41]([C:43]2[CH:44]=[CH:45][C:46]3[C@:52]4([CH2:61][CH3:62])[CH2:53][CH2:54][C@:55]([OH:60])([CH2:57][CH2:58][CH3:59])[CH2:56][C@@H:51]4[CH2:50][CH2:49][C:48](=[O:63])[C:47]=3[CH:64]=2)=[O:42])=[CH:38][CH:37]=[CH:36][N:35]=1, predict the reactants needed to synthesize it. The reactants are: [CH3:1][C:2]1[C:7]([NH:8][C:9]([C:11]2[CH:12]=[CH:13][C:14]3[C@@:20]4([CH2:29][CH3:30])[CH2:21][CH2:22][C@@:23]([OH:28])([CH2:25][CH2:26][CH3:27])[CH2:24][C@H:19]4[CH2:18][CH2:17][CH:16]([OH:31])[C:15]=3[CH:32]=2)=[O:10])=[CH:6][CH:5]=[CH:4][N:3]=1.[CH3:33][C:34]1[C:39]([NH:40][C:41]([C:43]2[CH:44]=[CH:45][C:46]3[C@:52]4([CH2:61][CH3:62])[CH2:53][CH2:54][C@:55]([OH:60])([CH2:57][CH2:58][CH3:59])[CH2:56][C@@H:51]4[CH2:50][CH2:49][CH:48]([OH:63])[C:47]=3[CH:64]=2)=[O:42])=[CH:38][CH:37]=[CH:36][N:35]=1.CC(OI1(OC(C)=O)(OC(C)=O)OC(=O)C2C=CC=CC1=2)=O. (2) Given the product [CH3:1][O:2][C:3]1[CH:8]=[CH:7][C:6]([CH2:9][S-:10])=[CH:5][CH:4]=1.[Na+:12], predict the reactants needed to synthesize it. The reactants are: [CH3:1][O:2][C:3]1[CH:8]=[CH:7][C:6]([CH2:9][SH:10])=[CH:5][CH:4]=1.[OH-].[Na+:12]. (3) Given the product [ClH:1].[ClH:1].[CH2:29]([O:28][C:7]1[CH:6]=[C:5]2[C:10]([C:11]3[N:15]4[CH2:16][CH2:17][CH2:18][NH:19][CH2:20][C:14]4=[N:13][C:12]=3[C:3]([NH2:2])=[N:4]2)=[CH:9][CH:8]=1)[C:30]1[CH:31]=[CH:32][CH:33]=[CH:34][CH:35]=1, predict the reactants needed to synthesize it. The reactants are: [ClH:1].[NH2:2][C:3]1[C:12]2[N:13]=[C:14]3[CH2:20][N:19](C(OC(C)(C)C)=O)[CH2:18][CH2:17][CH2:16][N:15]3[C:11]=2[C:10]2[C:5](=[CH:6][C:7]([O:28][CH2:29][C:30]3[CH:35]=[CH:34][CH:33]=[CH:32][CH:31]=3)=[CH:8][CH:9]=2)[N:4]=1.C(OCC)C. (4) The reactants are: CC1C=CC(S(O[CH2:12][CH2:13][CH2:14][CH2:15][C:16]2[C:24]3[C:19](=[CH:20][CH:21]=[C:22]([Cl:25])[CH:23]=3)[NH:18][CH:17]=2)(=O)=O)=CC=1.[CH3:26][C:27]1[CH:32]=[C:31]([CH3:33])[N:30]=[C:29]([N:34]2[CH2:39][CH2:38][NH:37][CH2:36][CH2:35]2)[N:28]=1.C(=O)([O-])[O-].[K+].[K+].[I-].[K+]. Given the product [Cl:25][C:22]1[CH:23]=[C:24]2[C:19](=[CH:20][CH:21]=1)[NH:18][CH:17]=[C:16]2[CH2:15][CH2:14][CH2:13][CH2:12][N:37]1[CH2:38][CH2:39][N:34]([C:29]2[N:28]=[C:27]([CH3:26])[CH:32]=[C:31]([CH3:33])[N:30]=2)[CH2:35][CH2:36]1, predict the reactants needed to synthesize it. (5) Given the product [NH2:1][C:2]1[CH:7]=[CH:6][C:5]([CH2:8][CH2:9][CH2:10][C:11]([NH2:16])=[O:13])=[CH:4][CH:3]=1, predict the reactants needed to synthesize it. The reactants are: [NH2:1][C:2]1[CH:7]=[CH:6][C:5]([CH2:8][CH2:9][CH2:10][C:11]([O:13]C)=O)=[CH:4][CH:3]=1.[Cl-].[NH4+:16].N. (6) Given the product [C:1]1([Si:7]([O:12][CH3:13])([O:8][CH3:9])[O:10][CH2:11][CH2:14][CH2:15][CH2:16][CH2:17][CH2:18][CH2:19][CH3:20])[CH:2]=[CH:3][CH:4]=[CH:5][CH:6]=1, predict the reactants needed to synthesize it. The reactants are: [C:1]1([Si:7]([O:12][CH3:13])([O:10][CH3:11])[O:8][CH3:9])[CH:6]=[CH:5][CH:4]=[CH:3][CH:2]=1.[CH2:14](O)[CH2:15][CH2:16][CH2:17][CH2:18][CH2:19][CH2:20]C. (7) Given the product [CH2:1]([O:8][C:9]1[CH:14]=[CH:13][CH:12]=[C:11]2[C:10]=1[C:16](=[O:28])[CH:17]=[C:18]([C:19]1[CH:24]=[C:23]([Br:25])[CH:22]=[CH:21][C:20]=1[O:26][CH3:27])[O:15]2)[C:2]1[CH:7]=[CH:6][CH:5]=[CH:4][CH:3]=1, predict the reactants needed to synthesize it. The reactants are: [CH2:1]([O:8][C:9]1[CH:14]=[CH:13][CH:12]=[C:11]([OH:15])[C:10]=1[C:16](=[O:28])/[CH:17]=[CH:18]/[C:19]1[CH:24]=[C:23]([Br:25])[CH:22]=[CH:21][C:20]=1[O:26][CH3:27])[C:2]1[CH:7]=[CH:6][CH:5]=[CH:4][CH:3]=1.II.Cl.C(OCC)(=O)C.